Task: Predict which catalyst facilitates the given reaction.. Dataset: Catalyst prediction with 721,799 reactions and 888 catalyst types from USPTO Reactant: Cl.[CH2:2]([O:9][C:10]1[CH:16]=[CH:15][C:13]([NH2:14])=[CH:12][CH:11]=1)[C:3]1[CH:8]=[CH:7][CH:6]=[CH:5][CH:4]=1.[CH3:17][S:18]([CH2:21][C:22](O)=[O:23])(=[O:20])=[O:19].CN(C(ON1N=NC2C=CC=CC1=2)=[N+](C)C)C.F[P-](F)(F)(F)(F)F.CCN(C(C)C)C(C)C. Product: [CH2:2]([O:9][C:10]1[CH:11]=[CH:12][C:13]([NH:14][C:22](=[O:23])[CH2:21][S:18]([CH3:17])(=[O:20])=[O:19])=[CH:15][CH:16]=1)[C:3]1[CH:4]=[CH:5][CH:6]=[CH:7][CH:8]=1. The catalyst class is: 18.